From a dataset of Peptide-MHC class I binding affinity with 185,985 pairs from IEDB/IMGT. Regression. Given a peptide amino acid sequence and an MHC pseudo amino acid sequence, predict their binding affinity value. This is MHC class I binding data. The peptide sequence is WQGPSAAAY. The MHC is HLA-A26:01 with pseudo-sequence HLA-A26:01. The binding affinity (normalized) is 0.714.